Dataset: NCI-60 drug combinations with 297,098 pairs across 59 cell lines. Task: Regression. Given two drug SMILES strings and cell line genomic features, predict the synergy score measuring deviation from expected non-interaction effect. (1) Drug 1: CN(CCCl)CCCl.Cl. Drug 2: CC1C(C(CC(O1)OC2CC(CC3=C2C(=C4C(=C3O)C(=O)C5=C(C4=O)C(=CC=C5)OC)O)(C(=O)CO)O)N)O.Cl. Cell line: RPMI-8226. Synergy scores: CSS=58.4, Synergy_ZIP=-8.05, Synergy_Bliss=-9.56, Synergy_Loewe=-6.54, Synergy_HSA=-4.69. (2) Drug 1: C1CCN(CC1)CCOC2=CC=C(C=C2)C(=O)C3=C(SC4=C3C=CC(=C4)O)C5=CC=C(C=C5)O. Drug 2: CC1=C(N=C(N=C1N)C(CC(=O)N)NCC(C(=O)N)N)C(=O)NC(C(C2=CN=CN2)OC3C(C(C(C(O3)CO)O)O)OC4C(C(C(C(O4)CO)O)OC(=O)N)O)C(=O)NC(C)C(C(C)C(=O)NC(C(C)O)C(=O)NCCC5=NC(=CS5)C6=NC(=CS6)C(=O)NCCC[S+](C)C)O. Cell line: DU-145. Synergy scores: CSS=0.675, Synergy_ZIP=1.22, Synergy_Bliss=3.16, Synergy_Loewe=0.222, Synergy_HSA=-0.919.